Dataset: Catalyst prediction with 721,799 reactions and 888 catalyst types from USPTO. Task: Predict which catalyst facilitates the given reaction. Reactant: [CH2:1]([O:3][C:4]1[N:9]=[CH:8][C:7]([CH2:10]O)=[CH:6][CH:5]=1)[CH3:2].C(N(CC)CC)C.CS([Cl:23])(=O)=O. Product: [Cl:23][CH2:10][C:7]1[CH:6]=[CH:5][C:4]([O:3][CH2:1][CH3:2])=[N:9][CH:8]=1. The catalyst class is: 2.